From a dataset of NCI-60 drug combinations with 297,098 pairs across 59 cell lines. Regression. Given two drug SMILES strings and cell line genomic features, predict the synergy score measuring deviation from expected non-interaction effect. (1) Drug 1: CCCCC(=O)OCC(=O)C1(CC(C2=C(C1)C(=C3C(=C2O)C(=O)C4=C(C3=O)C=CC=C4OC)O)OC5CC(C(C(O5)C)O)NC(=O)C(F)(F)F)O. Drug 2: C(CC(=O)O)C(=O)CN.Cl. Cell line: UACC-257. Synergy scores: CSS=57.8, Synergy_ZIP=-0.697, Synergy_Bliss=1.50, Synergy_Loewe=1.56, Synergy_HSA=2.07. (2) Synergy scores: CSS=4.85, Synergy_ZIP=-1.47, Synergy_Bliss=-1.40, Synergy_Loewe=0.496, Synergy_HSA=-0.553. Cell line: HCC-2998. Drug 1: CC1=C(C(CCC1)(C)C)C=CC(=CC=CC(=CC(=O)O)C)C. Drug 2: CS(=O)(=O)OCCCCOS(=O)(=O)C. (3) Drug 1: CC1=C(C(=O)C2=C(C1=O)N3CC4C(C3(C2COC(=O)N)OC)N4)N. Drug 2: C(CN)CNCCSP(=O)(O)O. Cell line: OVCAR-8. Synergy scores: CSS=21.1, Synergy_ZIP=-2.49, Synergy_Bliss=6.16, Synergy_Loewe=5.61, Synergy_HSA=5.64. (4) Drug 1: CCC1=CC2CC(C3=C(CN(C2)C1)C4=CC=CC=C4N3)(C5=C(C=C6C(=C5)C78CCN9C7C(C=CC9)(C(C(C8N6C)(C(=O)OC)O)OC(=O)C)CC)OC)C(=O)OC.C(C(C(=O)O)O)(C(=O)O)O. Drug 2: C1=NC2=C(N=C(N=C2N1C3C(C(C(O3)CO)O)F)Cl)N. Cell line: NCI/ADR-RES. Synergy scores: CSS=23.3, Synergy_ZIP=-4.18, Synergy_Bliss=-9.34, Synergy_Loewe=-25.0, Synergy_HSA=-8.36. (5) Cell line: UACC62. Drug 1: C1CC(=O)NC(=O)C1N2CC3=C(C2=O)C=CC=C3N. Synergy scores: CSS=8.17, Synergy_ZIP=-3.34, Synergy_Bliss=-1.85, Synergy_Loewe=-3.55, Synergy_HSA=-0.389. Drug 2: C1=CC(=CC=C1CCC2=CNC3=C2C(=O)NC(=N3)N)C(=O)NC(CCC(=O)O)C(=O)O. (6) Drug 1: CC1C(C(CC(O1)OC2CC(CC3=C2C(=C4C(=C3O)C(=O)C5=C(C4=O)C(=CC=C5)OC)O)(C(=O)C)O)N)O.Cl. Drug 2: C1C(C(OC1N2C=NC3=C(N=C(N=C32)Cl)N)CO)O. Cell line: OVCAR-5. Synergy scores: CSS=9.19, Synergy_ZIP=-6.12, Synergy_Bliss=-4.98, Synergy_Loewe=-10.5, Synergy_HSA=-6.00. (7) Drug 1: C1=CC=C(C=C1)NC(=O)CCCCCCC(=O)NO. Drug 2: C1CC(=O)NC(=O)C1N2C(=O)C3=CC=CC=C3C2=O. Cell line: MDA-MB-435. Synergy scores: CSS=47.0, Synergy_ZIP=-0.0532, Synergy_Bliss=-1.64, Synergy_Loewe=-27.3, Synergy_HSA=-0.988.